From a dataset of Catalyst prediction with 721,799 reactions and 888 catalyst types from USPTO. Predict which catalyst facilitates the given reaction. (1) The catalyst class is: 29. Product: [O:33]=[S:2]1(=[O:1])[C:6]2[CH:7]=[CH:8][C:9]([O:11][C:12]3[CH:13]=[C:14]([CH:24]=[C:25]([O:27][C@@H:28]([CH3:32])[CH2:29][O:30][CH3:31])[CH:26]=3)[C:15]([NH:17][C:18]3[CH:22]=[CH:21][N:20]([CH3:23])[N:19]=3)=[O:16])=[CH:10][C:5]=2[CH2:4][CH2:3]1. Reactant: [O:1]=[S:2]1(=[O:33])[C:6]2[CH:7]=[CH:8][C:9]([O:11][C:12]3[CH:13]=[C:14]([CH:24]=[C:25]([O:27][C@@H:28]([CH3:32])[CH2:29][O:30][CH3:31])[CH:26]=3)[C:15]([NH:17][C:18]3[CH:22]=[CH:21][N:20]([CH3:23])[N:19]=3)=[O:16])=[CH:10][C:5]=2[CH:4]=[CH:3]1.C([O-])=O.[NH4+]. (2) Reactant: CC(C)([O-])C.[K+].[Br:7][C:8]1[CH:9]=[CH:10][C:11]([F:21])=[C:12]([C:14]2[CH2:18][CH:17]([CH2:19]Cl)[O:16][N:15]=2)[CH:13]=1. Product: [Br:7][C:8]1[CH:9]=[CH:10][C:11]([F:21])=[C:12]([C:14]2[CH:18]3[CH:17]([CH2:19]3)[O:16][N:15]=2)[CH:13]=1. The catalyst class is: 16. (3) Reactant: [Cl:1][C:2]1[CH:3]=[C:4]2[C:10]([C:11]3[N:16]=[C:15]([NH:17][C@H:18]4[CH2:23][CH2:22][CH2:21][CH2:20][C@@H:19]4N)[C:14]([F:25])=[CH:13][N:12]=3)=[CH:9][NH:8][C:5]2=[N:6][CH:7]=1.Cl[C:27]1C=C2C(C3N=C(N[C@H]4CCCC[C@@H]4N)C(F)=CN=3)=CN(S(C3C=CC(C)=CC=3)(=O)=O)C2=NC=1.C=O.[BH3-][C:64]#[N:65].[Na+]. Product: [Cl:1][C:2]1[CH:3]=[C:4]2[C:10]([C:11]3[N:16]=[C:15]([NH:17][C@H:18]4[CH2:23][CH2:22][CH2:21][CH2:20][C@@H:19]4[N:65]([CH3:64])[CH3:27])[C:14]([F:25])=[CH:13][N:12]=3)=[CH:9][NH:8][C:5]2=[N:6][CH:7]=1. The catalyst class is: 10. (4) The catalyst class is: 53. Product: [Br:1][C:2]1[CH:7]=[C:6]([N+:8]([O-:10])=[O:9])[CH:5]=[C:4]([Br:11])[C:3]=1[CH2:12][Br:13]. Reactant: [Br:1][C:2]1[CH:7]=[C:6]([N+:8]([O-:10])=[O:9])[CH:5]=[C:4]([Br:11])[C:3]=1[CH3:12].[Br:13]N1C(=O)CCC1=O.C(OOC(=O)C1C=CC=CC=1)(=O)C1C=CC=CC=1.N(C(C)(C)C#N)=NC(C)(C)C#N.